This data is from Full USPTO retrosynthesis dataset with 1.9M reactions from patents (1976-2016). The task is: Predict the reactants needed to synthesize the given product. (1) Given the product [Br:3][C:4]1[CH:12]=[C:11]2[C:7]([CH:8]=[N:9][N:10]2[S:13]([C:16]2[CH:22]=[CH:21][C:19]([CH3:20])=[CH:18][CH:17]=2)(=[O:15])=[O:14])=[C:6]([CH2:23][OH:24])[CH:5]=1, predict the reactants needed to synthesize it. The reactants are: [BH4-].[Li+].[Br:3][C:4]1[CH:5]=[C:6]([C:23](OC)=[O:24])[C:7]2[CH:8]=[N:9][N:10]([S:13]([C:16]3[CH:22]=[CH:21][C:19]([CH3:20])=[CH:18][CH:17]=3)(=[O:15])=[O:14])[C:11]=2[CH:12]=1.CO. (2) Given the product [NH2:19][C:11]1[O:12][C@H:13]([C:15]([F:18])([F:17])[F:16])[CH2:14][C@:9]([C:3]2[CH:4]=[C:5]([C:22]#[C:21][C:23]3[CH:30]=[CH:29][C:26]([C:27]#[N:28])=[CH:25][CH:24]=3)[CH:6]=[CH:7][C:2]=2[F:1])([CH3:20])[N:10]=1, predict the reactants needed to synthesize it. The reactants are: [F:1][C:2]1[CH:7]=[CH:6][C:5](I)=[CH:4][C:3]=1[C@:9]1([CH3:20])[CH2:14][C@@H:13]([C:15]([F:18])([F:17])[F:16])[O:12][C:11]([NH2:19])=[N:10]1.[C:21]([C:23]1[CH:30]=[CH:29][C:26]([C:27]#[N:28])=[CH:25][CH:24]=1)#[CH:22]. (3) Given the product [Cl:15][CH2:14][CH2:13][CH2:12][N:8]1[CH2:9][CH2:10][C:5]2=[N:4][O:3][C:2]([CH3:1])=[C:6]2[CH2:7]1, predict the reactants needed to synthesize it. The reactants are: [CH3:1][C:2]1[O:3][N:4]=[C:5]2[CH2:10][CH2:9][NH:8][CH2:7][C:6]=12.Br[CH2:12][CH2:13][CH2:14][Cl:15].C(=O)([O-])[O-].[Cs+].[Cs+]. (4) Given the product [CH3:16][O:14][C:13]([C:7]1[C:6]2[C:10](=[CH:11][CH:12]=[C:4]([N+:1]([O-:3])=[O:2])[CH:5]=2)[NH:9][N:8]=1)=[O:15], predict the reactants needed to synthesize it. The reactants are: [N+:1]([C:4]1[CH:5]=[C:6]2[C:10](=[CH:11][CH:12]=1)[NH:9][N:8]=[C:7]2[C:13]([OH:15])=[O:14])([O-:3])=[O:2].[CH3:16]O. (5) The reactants are: [CH3:1][N:2]1[CH:6]=[CH:5][C:4]([C:7]2[CH:8]=[N:9][NH:10][C:11]=2[NH2:12])=[N:3]1.[CH3:13][N:14]1[C:22]2[C:17](=[CH:18][C:19]([C:23](=O)[CH2:24][C:25](OCC)=[O:26])=[CH:20][CH:21]=2)[CH:16]=[N:15]1.CC1C=CC(S(O)(=O)=O)=CC=1. Given the product [CH3:13][N:14]1[C:22]2[C:17](=[CH:18][C:19]([C:23]3[NH:12][C:11]4[N:10]([N:9]=[CH:8][C:7]=4[C:4]4[CH:5]=[CH:6][N:2]([CH3:1])[N:3]=4)[C:25](=[O:26])[CH:24]=3)=[CH:20][CH:21]=2)[CH:16]=[N:15]1, predict the reactants needed to synthesize it. (6) Given the product [CH3:34][C:18]1[C:17]([C:4]2[CH:5]=[CH:6][N:1]=[CH:2][CH:3]=2)=[N:22][C:21]([C:23]2[N:28]=[CH:27][C:26]3[CH2:29][CH2:30][CH2:31][CH2:32][CH2:33][C:25]=3[N:24]=2)=[CH:20][CH:19]=1, predict the reactants needed to synthesize it. The reactants are: [N:1]1[CH:6]=[CH:5][C:4](B(O)O)=[CH:3][CH:2]=1.C(=O)([O-])[O-].[Na+].[Na+].Br[C:17]1[N:22]=[C:21]([C:23]2[N:28]=[CH:27][C:26]3[CH2:29][CH2:30][CH2:31][CH2:32][CH2:33][C:25]=3[N:24]=2)[CH:20]=[CH:19][C:18]=1[CH3:34]. (7) Given the product [CH2:56]([O:58][C:59](=[O:63])[CH2:60][CH2:61][NH:62][C:28]([C:25]1[N:26]=[CH:27][C:22]([NH:21][CH:4]([C:5]2[CH:6]=[CH:7][C:8]([C:11]3[CH:16]=[CH:15][C:14]([C:17]([F:18])([F:20])[F:19])=[CH:13][CH:12]=3)=[CH:9][CH:10]=2)[CH2:3][CH:2]([CH3:31])[CH3:1])=[CH:23][N:24]=1)=[O:29])[CH3:57], predict the reactants needed to synthesize it. The reactants are: [CH3:1][CH:2]([CH3:31])[CH2:3][CH:4]([NH:21][C:22]1[CH:23]=[N:24][C:25]([C:28](O)=[O:29])=[N:26][CH:27]=1)[C:5]1[CH:10]=[CH:9][C:8]([C:11]2[CH:16]=[CH:15][C:14]([C:17]([F:20])([F:19])[F:18])=[CH:13][CH:12]=2)=[CH:7][CH:6]=1.Cl.CN(C)CCCN=C=NCC.O.ON1C2C=CC=CC=2N=N1.Cl.[CH2:56]([O:58][C:59](=[O:63])[CH2:60][CH2:61][NH2:62])[CH3:57].C(N(CC)CC)C. (8) Given the product [ClH:26].[CH3:25][O:24][C:17]1[CH:16]=[C:15]2[C:20]([C:21](=[O:23])[CH2:22][C:11]3([O:14]2)[CH2:10][CH2:9][NH:8][CH2:13][CH2:12]3)=[CH:19][CH:18]=1, predict the reactants needed to synthesize it. The reactants are: C([N:8]1[CH2:13][CH2:12][C:11]2([CH2:22][C:21](=[O:23])[C:20]3[C:15](=[CH:16][C:17]([O:24][CH3:25])=[CH:18][CH:19]=3)[O:14]2)[CH2:10][CH2:9]1)(OC(C)(C)C)=O.[ClH:26]. (9) Given the product [C:1]([O:5][C:6]([N:8]1[CH2:12][CH2:11][CH:10]([NH:13][CH2:19][C:18]2[CH:21]=[CH:22][C:15]([Cl:14])=[CH:16][C:17]=2[N+:23]([O-:25])=[O:24])[CH2:9]1)=[O:7])([CH3:4])([CH3:2])[CH3:3], predict the reactants needed to synthesize it. The reactants are: [C:1]([O:5][C:6]([N:8]1[CH2:12][CH2:11][CH:10]([NH2:13])[CH2:9]1)=[O:7])([CH3:4])([CH3:3])[CH3:2].[Cl:14][C:15]1[CH:22]=[CH:21][C:18]([CH:19]=O)=[C:17]([N+:23]([O-:25])=[O:24])[CH:16]=1.[BH4-].[Na+]. (10) Given the product [CH3:9][C:3]1[CH:4]=[CH:5][CH:6]=[C:7]([CH3:8])[C:2]=1[N:10]1[CH:14]=[CH:13][N:12]=[CH:11]1, predict the reactants needed to synthesize it. The reactants are: Br[C:2]1[C:7]([CH3:8])=[CH:6][CH:5]=[CH:4][C:3]=1[CH3:9].[NH:10]1[CH:14]=[CH:13][N:12]=[CH:11]1.C(=O)([O-])[O-].[K+].[K+].